This data is from Full USPTO retrosynthesis dataset with 1.9M reactions from patents (1976-2016). The task is: Predict the reactants needed to synthesize the given product. (1) Given the product [CH2:12]([NH:14][CH:9]1[C:10]2[N:1]=[CH:2][CH:3]=[CH:4][C:5]=2[CH2:6][CH2:7][CH2:8]1)[CH3:13], predict the reactants needed to synthesize it. The reactants are: [N:1]1[C:10]2[C:9](=O)[CH2:8][CH2:7][CH2:6][C:5]=2[CH:4]=[CH:3][CH:2]=1.[CH2:12]([NH2:14])[CH3:13].O1CCCC1.C(O)(=O)C.C(O[BH-](OC(=O)C)OC(=O)C)(=O)C.[Na+].C(=O)(O)[O-].[Na+]. (2) Given the product [Cl:1][C:2]1[CH:7]=[CH:6][C:5]([S:8]([NH:11][C:15]2[C:16]([C:22](=[O:35])[C:23]3[CH:28]=[CH:27][CH:26]=[CH:25][C:24]=3[N:29]([S:31]([CH3:34])(=[O:33])=[O:32])[CH3:30])=[N:17][CH:18]=[C:19]([Cl:21])[CH:20]=2)(=[O:9])=[O:10])=[CH:4][C:3]=1[C:36]([F:39])([F:37])[F:38], predict the reactants needed to synthesize it. The reactants are: [Cl:1][C:2]1[CH:7]=[CH:6][C:5]([S:8]([N:11]([C:15]2[C:16]([C:22](=[O:35])[C:23]3[CH:28]=[CH:27][CH:26]=[CH:25][C:24]=3[N:29]([S:31]([CH3:34])(=[O:33])=[O:32])[CH3:30])=[N:17][CH:18]=[C:19]([Cl:21])[CH:20]=2)COC)(=[O:10])=[O:9])=[CH:4][C:3]=1[C:36]([F:39])([F:38])[F:37].O. (3) Given the product [ClH:11].[Br:1][C:2]1[C:6]2[N:7]=[CH:8][N:9]=[C:10]([NH:13][NH2:14])[C:5]=2[S:4][CH:3]=1, predict the reactants needed to synthesize it. The reactants are: [Br:1][C:2]1[C:6]2[N:7]=[CH:8][N:9]=[C:10]([Cl:11])[C:5]=2[S:4][CH:3]=1.O.[NH2:13][NH2:14]. (4) Given the product [Cl:24][C:19]1[CH:18]=[C:17]([C:11]2([C:13]([F:16])([F:15])[F:14])[O:10][N:9]=[C:8]([C:5]3[CH:6]=[CH:7][C:2]([C:29](=[O:30])[CH3:28])=[C:3]([CH3:25])[CH:4]=3)[CH2:12]2)[CH:22]=[C:21]([Cl:23])[CH:20]=1, predict the reactants needed to synthesize it. The reactants are: Br[C:2]1[CH:7]=[CH:6][C:5]([C:8]2[CH2:12][C:11]([C:17]3[CH:22]=[C:21]([Cl:23])[CH:20]=[C:19]([Cl:24])[CH:18]=3)([C:13]([F:16])([F:15])[F:14])[O:10][N:9]=2)=[CH:4][C:3]=1[CH3:25].C(O)C[CH2:28][CH2:29][OH:30].C(OC=C)=C.C1(C(N)C2CCCCC2)CCCCC1.Cl. (5) Given the product [CH3:6][O:7][C:8]1[CH:15]=[CH:14][CH:13]=[C:10]([CH:11]=[CH2:2])[CH:9]=1, predict the reactants needed to synthesize it. The reactants are: [Li][CH2:2]CCC.[CH3:6][O:7][C:8]1[CH:9]=[C:10]([CH:13]=[CH:14][CH:15]=1)[CH:11]=O.